This data is from Reaction yield outcomes from USPTO patents with 853,638 reactions. The task is: Predict the reaction yield, written as a fraction of the theoretical maximum amount of product (1.0 means a 100% yield; for example, 0.34 means a 34% yield). (1) The reactants are [Br:1][C:2]1[CH:3]=[C:4]2[C:9](=[CH:10][CH:11]=1)[O:8][C:7](=[O:12])[CH2:6][CH:5]2[C:13]1[CH:18]=[CH:17][CH:16]=[CH:15][CH:14]=1.[C:19](=O)([O-])[O-:20].[K+].[K+].[I-].[Na+].[CH2:27](Cl)[C:28]1[CH:33]=[CH:32][CH:31]=[CH:30][CH:29]=1. The catalyst is CO.CC(C)=O. The product is [CH2:27]([O:8][C:9]1[CH:10]=[CH:11][C:2]([Br:1])=[CH:3][C:4]=1[CH:5]([C:13]1[CH:18]=[CH:17][CH:16]=[CH:15][CH:14]=1)[CH2:6][C:7]([O:20][CH3:19])=[O:12])[C:28]1[CH:33]=[CH:32][CH:31]=[CH:30][CH:29]=1. The yield is 0.885. (2) The reactants are [O:1]1CCO[CH:2]1[C:6]1[CH:7]=[CH:8][C:9]([C:12]#[N:13])=[N:10][CH:11]=1.Cl.C(=O)(O)[O-].[Na+]. The catalyst is C1COCC1. The product is [CH:2]([C:6]1[CH:7]=[CH:8][C:9]([C:12]#[N:13])=[N:10][CH:11]=1)=[O:1]. The yield is 1.00. (3) The reactants are Cl.C(OC([N:9]1[CH2:36][CH2:35][C:12]2([C:16](=[O:17])[N:15]([C:18]3[CH:23]=[N:22][C:21]([N:24]4[CH2:28][CH2:27][C@H:26]([N:29]5[CH2:33][CH2:32][CH2:31][C@@H:30]5[CH3:34])[CH2:25]4)=[CH:20][N:19]=3)[CH2:14][CH2:13]2)[CH2:11][CH2:10]1)=O)(C)(C)C. The catalyst is O1CCOCC1. The product is [CH3:34][C@H:30]1[CH2:31][CH2:32][CH2:33][N:29]1[C@H:26]1[CH2:27][CH2:28][N:24]([C:21]2[N:22]=[CH:23][C:18]([N:15]3[CH2:14][CH2:13][C:12]4([CH2:35][CH2:36][NH:9][CH2:10][CH2:11]4)[C:16]3=[O:17])=[N:19][CH:20]=2)[CH2:25]1. The yield is 0.960. (4) The reactants are C1COCC1.[H-].[Na+:7].[C:8]([CH2:12][C:13]([O:15][CH2:16][CH3:17])=[O:14])(=O)[CH2:9][CH3:10].Cl[CH2:19][C:20](=[O:26])[CH2:21][C:22]([O:24][CH3:25])=[O:23]. The catalyst is O.CCOCC. The product is [CH2:16]([O:15][C:13]([C:12]1[CH2:19][C:20]([O-:26])=[C:21]([C:22]([O:24][CH3:25])=[O:23])[C:8]=1[CH2:9][CH3:10])=[O:14])[CH3:17].[Na+:7]. The yield is 0.890. (5) The reactants are Br[C:2]1[CH:3]=[C:4]2[C:8](=[CH:9][CH:10]=1)[NH:7][CH:6]=[C:5]2[C:11]#[N:12].[H-].[Na+].C([Li])(CC)C.C1CCCCC1.Cl.[C:27](=O)(O)[O-:28].[Na+]. The catalyst is CN(C)C=O.O1CCCC1. The product is [CH:27]([C:2]1[CH:3]=[C:4]2[C:8](=[CH:9][CH:10]=1)[NH:7][CH:6]=[C:5]2[C:11]#[N:12])=[O:28]. The yield is 0.720.